From a dataset of HIV replication inhibition screening data with 41,000+ compounds from the AIDS Antiviral Screen. Binary Classification. Given a drug SMILES string, predict its activity (active/inactive) in a high-throughput screening assay against a specified biological target. The compound is Cc1cnc2cc(Cl)ccc2c1NCCN(CC(C)C)CC(C)C.O=P(O)(O)O. The result is 0 (inactive).